From a dataset of Forward reaction prediction with 1.9M reactions from USPTO patents (1976-2016). Predict the product of the given reaction. Given the reactants [C:1]([N:5]([CH2:25][C:26]([O-:28])=[O:27])[C:6](=[O:24])[C:7]1[CH:12]=[CH:11][C:10]([N:13]2[CH2:16][C:15]([F:18])([F:17])[CH2:14]2)=[C:9]([O:19][CH2:20][CH:21]2[CH2:23][CH2:22]2)[N:8]=1)([CH3:4])([CH3:3])[CH3:2].[OH-].[Na+].C1COCC1.CO, predict the reaction product. The product is: [C:1]([N:5]([CH2:25][C:26]([OH:28])=[O:27])[C:6]([C:7]1[CH:12]=[CH:11][C:10]([N:13]2[CH2:14][C:15]([F:17])([F:18])[CH2:16]2)=[C:9]([O:19][CH2:20][CH:21]2[CH2:23][CH2:22]2)[N:8]=1)=[O:24])([CH3:4])([CH3:2])[CH3:3].